This data is from Full USPTO retrosynthesis dataset with 1.9M reactions from patents (1976-2016). The task is: Predict the reactants needed to synthesize the given product. The reactants are: C1CCN(CCCN2CC3C4C=CC(F)=CC=4C(NC=3CC2)=O)CC1.[CH2:26]([N:33]1[C:41]2[CH:40]=[CH:39][CH:38]=[C:37]([C:42]([O:44]C)=[O:43])[C:36]=2[C:35]([CH2:46][CH2:47][NH:48][C@@H:49]2[CH:54]3[CH2:55][CH2:56][N:51]([CH2:52][CH2:53]3)[CH2:50]2)=[N:34]1)[C:27]1[CH:32]=[CH:31][CH:30]=[CH:29][CH:28]=1.O.[OH-].[Li+:59]. Given the product [CH2:26]([N:33]1[C:41]2[CH:40]=[CH:39][CH:38]=[C:37]([C:42]([O-:44])=[O:43])[C:36]=2[C:35]([CH2:46][CH2:47][NH:48][C@@H:49]2[CH:54]3[CH2:55][CH2:56][N:51]([CH2:52][CH2:53]3)[CH2:50]2)=[N:34]1)[C:27]1[CH:28]=[CH:29][CH:30]=[CH:31][CH:32]=1.[Li+:59], predict the reactants needed to synthesize it.